Regression. Given two drug SMILES strings and cell line genomic features, predict the synergy score measuring deviation from expected non-interaction effect. From a dataset of NCI-60 drug combinations with 297,098 pairs across 59 cell lines. (1) Drug 1: CN(CC1=CN=C2C(=N1)C(=NC(=N2)N)N)C3=CC=C(C=C3)C(=O)NC(CCC(=O)O)C(=O)O. Drug 2: CCC1(CC2CC(C3=C(CCN(C2)C1)C4=CC=CC=C4N3)(C5=C(C=C6C(=C5)C78CCN9C7C(C=CC9)(C(C(C8N6C=O)(C(=O)OC)O)OC(=O)C)CC)OC)C(=O)OC)O.OS(=O)(=O)O. Cell line: MCF7. Synergy scores: CSS=33.5, Synergy_ZIP=-10.6, Synergy_Bliss=-4.48, Synergy_Loewe=-2.66, Synergy_HSA=-2.68. (2) Drug 1: C1=CC(=CC=C1CCCC(=O)O)N(CCCl)CCCl. Drug 2: CC1C(C(CC(O1)OC2CC(OC(C2O)C)OC3=CC4=CC5=C(C(=O)C(C(C5)C(C(=O)C(C(C)O)O)OC)OC6CC(C(C(O6)C)O)OC7CC(C(C(O7)C)O)OC8CC(C(C(O8)C)O)(C)O)C(=C4C(=C3C)O)O)O)O. Cell line: PC-3. Synergy scores: CSS=25.7, Synergy_ZIP=0.550, Synergy_Bliss=4.28, Synergy_Loewe=4.06, Synergy_HSA=4.10. (3) Drug 1: CC12CCC(CC1=CCC3C2CCC4(C3CC=C4C5=CN=CC=C5)C)O. Drug 2: C1CN(CCN1C(=O)CCBr)C(=O)CCBr. Cell line: NCI-H226. Synergy scores: CSS=10.4, Synergy_ZIP=-3.35, Synergy_Bliss=0.921, Synergy_Loewe=-0.297, Synergy_HSA=0.339. (4) Drug 1: CCC1=C2CN3C(=CC4=C(C3=O)COC(=O)C4(CC)O)C2=NC5=C1C=C(C=C5)O. Drug 2: CC1C(C(CC(O1)OC2CC(OC(C2O)C)OC3=CC4=CC5=C(C(=O)C(C(C5)C(C(=O)C(C(C)O)O)OC)OC6CC(C(C(O6)C)O)OC7CC(C(C(O7)C)O)OC8CC(C(C(O8)C)O)(C)O)C(=C4C(=C3C)O)O)O)O. Cell line: SK-MEL-5. Synergy scores: CSS=62.0, Synergy_ZIP=-0.641, Synergy_Bliss=-2.28, Synergy_Loewe=-5.08, Synergy_HSA=-1.71. (5) Drug 1: C1CCC(CC1)NC(=O)N(CCCl)N=O. Drug 2: CC1=C(N=C(N=C1N)C(CC(=O)N)NCC(C(=O)N)N)C(=O)NC(C(C2=CN=CN2)OC3C(C(C(C(O3)CO)O)O)OC4C(C(C(C(O4)CO)O)OC(=O)N)O)C(=O)NC(C)C(C(C)C(=O)NC(C(C)O)C(=O)NCCC5=NC(=CS5)C6=NC(=CS6)C(=O)NCCC[S+](C)C)O. Cell line: BT-549. Synergy scores: CSS=34.2, Synergy_ZIP=2.88, Synergy_Bliss=6.01, Synergy_Loewe=1.96, Synergy_HSA=5.13. (6) Drug 1: COC1=NC(=NC2=C1N=CN2C3C(C(C(O3)CO)O)O)N. Drug 2: C1=NC2=C(N=C(N=C2N1C3C(C(C(O3)CO)O)F)Cl)N. Cell line: TK-10. Synergy scores: CSS=7.18, Synergy_ZIP=0.518, Synergy_Bliss=0.309, Synergy_Loewe=-12.7, Synergy_HSA=-7.34.